Dataset: Catalyst prediction with 721,799 reactions and 888 catalyst types from USPTO. Task: Predict which catalyst facilitates the given reaction. (1) Reactant: C([O:14][C:15]1[C:24]2[N:23]=[CH:22][CH:21]=[CH:20][C:19]=2[C:18]([C:25](O)=[O:26])=[C:17]2[CH2:28][N:29]([CH2:32][C:33]3[CH:38]=[CH:37][C:36]([F:39])=[CH:35][CH:34]=3)[C:30](=[O:31])[C:16]=12)(C1C=CC=CC=1)C1C=CC=CC=1.[CH3:40][NH:41][CH3:42].C(N(C(C)C)CC)(C)C.F[P-](F)(F)(F)(F)F.N1(OC(N(C)C)=[N+](C)C)C2N=CC=CC=2N=N1. Product: [CH3:40][N:41]([CH3:42])[C:25]([C:18]1[C:19]2[CH:20]=[CH:21][CH:22]=[N:23][C:24]=2[C:15]([OH:14])=[C:16]2[C:30](=[O:31])[N:29]([CH2:32][C:33]3[CH:34]=[CH:35][C:36]([F:39])=[CH:37][CH:38]=3)[CH2:28][C:17]=12)=[O:26]. The catalyst class is: 9. (2) Reactant: [CH3:1][C:2]1[CH:7]=[C:6]([C:8]2[CH:13]=[CH:12][C:11]([C:14]([F:17])([F:16])[F:15])=[CH:10][CH:9]=2)[C:5]([C:18]([NH:20][C:21]2[CH:26]=[CH:25][C:24]([N+:27]([O-])=O)=[CH:23][CH:22]=2)=[O:19])=[CH:4][CH:3]=1.[H][H]. Product: [NH2:27][C:24]1[CH:23]=[CH:22][C:21]([NH:20][C:18]([C:5]2[C:6]([C:8]3[CH:13]=[CH:12][C:11]([C:14]([F:15])([F:16])[F:17])=[CH:10][CH:9]=3)=[CH:7][C:2]([CH3:1])=[CH:3][CH:4]=2)=[O:19])=[CH:26][CH:25]=1. The catalyst class is: 19.